Dataset: Full USPTO retrosynthesis dataset with 1.9M reactions from patents (1976-2016). Task: Predict the reactants needed to synthesize the given product. (1) Given the product [CH2:18]([N:20]([CH2:23][C:24]1[S:28][C:27]([C:29]2[O:1][N:2]=[C:3]([C:4]3[CH:9]=[CH:8][C:7]([S:10]([NH:11][CH2:12][CH2:13][OH:14])(=[O:16])=[O:15])=[CH:6][CH:5]=3)[N:17]=2)=[CH:26][C:25]=1[CH3:32])[CH2:21][CH3:22])[CH3:19], predict the reactants needed to synthesize it. The reactants are: [OH:1][NH:2][C:3](=[NH:17])[C:4]1[CH:9]=[CH:8][C:7]([S:10](=[O:16])(=[O:15])[NH:11][CH2:12][CH2:13][OH:14])=[CH:6][CH:5]=1.[CH2:18]([N:20]([CH2:23][C:24]1[S:28][C:27]([C:29](O)=O)=[CH:26][C:25]=1[CH3:32])[CH2:21][CH3:22])[CH3:19]. (2) Given the product [CH3:1][C@H:2]1[N:13]([CH3:14])[C:12](=[O:15])[C@H:11]([CH2:16][C:17]([NH:32][CH2:31][CH2:30][O:29][CH2:27][CH3:28])=[O:18])[CH2:10][CH:9]=[CH:8][CH2:7][CH2:6][C:5](=[O:20])[O:4][C@@H:3]1[C:21]1[CH:22]=[CH:23][CH:24]=[CH:25][CH:26]=1, predict the reactants needed to synthesize it. The reactants are: [CH3:1][C@H:2]1[N:13]([CH3:14])[C:12](=[O:15])[C@H:11]([CH2:16][C:17](O)=[O:18])[CH2:10][CH:9]=[CH:8][CH2:7][CH2:6][C:5](=[O:20])[O:4][C@@H:3]1[C:21]1[CH:26]=[CH:25][CH:24]=[CH:23][CH:22]=1.[CH2:27]([O:29][CH2:30][CH2:31][NH2:32])[CH3:28].CO.C(Cl)Cl. (3) Given the product [Cl:21][C:13]1[N:12]2[CH:16]=[CH:17][N:18]=[C:11]2[CH:10]=[C:9]([C:3]2[CH:4]=[CH:5][C:6]([Cl:8])=[CH:7][C:2]=2[Cl:1])[N:14]=1, predict the reactants needed to synthesize it. The reactants are: [Cl:1][C:2]1[CH:7]=[C:6]([Cl:8])[CH:5]=[CH:4][C:3]=1[C:9]1[N:14]=[C:13](O)[N:12]2[CH:16]=[CH:17][N:18]=[C:11]2[CH:10]=1.P(Cl)(Cl)([Cl:21])=O. (4) Given the product [N+:1]([C:4]1[CH:5]=[C:6]([CH:9]=[CH:10][C:11]=1[N:12]1[CH2:13][CH2:14][CH:15]([CH2:18][N:19]2[CH2:23][CH2:22][CH2:21][CH2:20]2)[CH2:16][CH2:17]1)[CH2:7][N:28]1[CH2:29][CH2:30][CH:25]([OH:24])[CH2:26][CH2:27]1)([O-:3])=[O:2], predict the reactants needed to synthesize it. The reactants are: [N+:1]([C:4]1[CH:5]=[C:6]([CH:9]=[CH:10][C:11]=1[N:12]1[CH2:17][CH2:16][CH:15]([CH2:18][N:19]2[CH2:23][CH2:22][CH2:21][CH2:20]2)[CH2:14][CH2:13]1)[CH:7]=O)([O-:3])=[O:2].[OH:24][CH:25]1[CH2:30][CH2:29][NH:28][CH2:27][CH2:26]1. (5) The reactants are: [Cl:1][C:2]1[CH:3]=[C:4]([CH:8]=[CH:9][C:10]=1[OH:11])[C:5](O)=[O:6].C1CC[CH:15]([N:18]=[C:19]=NC2CCCCC2)CC1.C1C=CC2N(O)N=NC=2C=1.CNC. Given the product [Cl:1][C:2]1[CH:3]=[C:4]([CH:8]=[CH:9][C:10]=1[OH:11])[C:5]([N:18]([CH3:19])[CH3:15])=[O:6], predict the reactants needed to synthesize it. (6) Given the product [CH3:1][O:2][C:3]1[CH:4]=[CH:5][C:6]([C:7]([CH:9]2[CH2:14][CH2:13][N:12]([CH:15]3[CH2:19][CH2:18][N:17]([CH2:24][C:25]4[NH:26][C:27](=[O:34])[CH:28]5[S:33][CH:32]=[CH:31][CH:29]5[N:30]=4)[C:16]3=[O:20])[CH2:11][CH2:10]2)=[O:8])=[CH:21][CH:22]=1, predict the reactants needed to synthesize it. The reactants are: [CH3:1][O:2][C:3]1[CH:22]=[CH:21][C:6]([C:7]([CH:9]2[CH2:14][CH2:13][N:12]([CH:15]3[CH2:19][CH2:18][NH:17][C:16]3=[O:20])[CH2:11][CH2:10]2)=[O:8])=[CH:5][CH:4]=1.Cl[CH2:24][C:25]1[NH:26][C:27](=[O:34])[C:28]2[S:33][CH:32]=[CH:31][C:29]=2[N:30]=1.[H-].[Na+]. (7) Given the product [CH3:1][O:2][C:3]([C:5]1[C:6](=[O:24])[S:7][C:8]2[C:13]([C:14]=1[O:15][CH2:31][CH2:30][Si:29]([C:25]([CH3:26])([CH3:28])[CH3:27])([C:39]1[CH:44]=[CH:43][CH:42]=[CH:41][CH:40]=1)[C:33]1[CH:38]=[CH:37][CH:36]=[CH:35][CH:34]=1)=[CH:12][C:11]([O:16][CH2:17][C:18]1[CH:23]=[CH:22][CH:21]=[CH:20][CH:19]=1)=[CH:10][CH:9]=2)=[O:4], predict the reactants needed to synthesize it. The reactants are: [CH3:1][O:2][C:3]([C:5]1[C:6](=[O:24])[S:7][C:8]2[C:13]([C:14]=1[OH:15])=[CH:12][C:11]([O:16][CH2:17][C:18]1[CH:23]=[CH:22][CH:21]=[CH:20][CH:19]=1)=[CH:10][CH:9]=2)=[O:4].[C:25]([Si:29]([C:39]1[CH:44]=[CH:43][CH:42]=[CH:41][CH:40]=1)([C:33]1[CH:38]=[CH:37][CH:36]=[CH:35][CH:34]=1)[CH2:30][CH2:31]O)([CH3:28])([CH3:27])[CH3:26].C1(P(C2C=CC=CC=2)C2C=CC=CC=2)C=CC=CC=1.CC(OC(/N=N/C(OC(C)C)=O)=O)C. (8) Given the product [C:5]([O:4][P:3]([CH:21]([OH:22])[C:18]1[CH:19]=[CH:20][N:15]=[CH:16][CH:17]=1)(=[O:14])[O:9][C:10]([CH3:13])([CH3:12])[CH3:11])([CH3:7])([CH3:8])[CH3:6], predict the reactants needed to synthesize it. The reactants are: [H-].[Na+].[P:3]([O-:14])([O:9][C:10]([CH3:13])([CH3:12])[CH3:11])[O:4][C:5]([CH3:8])([CH3:7])[CH3:6].[N:15]1[CH:20]=[CH:19][C:18]([CH:21]=[O:22])=[CH:17][CH:16]=1. (9) Given the product [CH2:36]([N:43]1[CH2:47][CH2:46][CH2:45][C@H:44]1[CH2:48][N:8]([C:6]([O:5][C:1]([CH3:4])([CH3:3])[CH3:2])=[O:7])[S:9]([N:12]1[C:17]2([CH2:18][CH2:19]2)[CH2:16][N:15]([C:20]2[C:21]3[CH:28]=[CH:27][N:26]([C:29]([O:31][C:32]([CH3:35])([CH3:34])[CH3:33])=[O:30])[C:22]=3[N:23]=[CH:24][N:25]=2)[CH2:14][CH2:13]1)(=[O:11])=[O:10])[C:37]1[CH:42]=[CH:41][CH:40]=[CH:39][CH:38]=1, predict the reactants needed to synthesize it. The reactants are: [C:1]([O:5][C:6]([NH:8][S:9]([N:12]1[C:17]2([CH2:19][CH2:18]2)[CH2:16][N:15]([C:20]2[C:21]3[CH:28]=[CH:27][N:26]([C:29]([O:31][C:32]([CH3:35])([CH3:34])[CH3:33])=[O:30])[C:22]=3[N:23]=[CH:24][N:25]=2)[CH2:14][CH2:13]1)(=[O:11])=[O:10])=[O:7])([CH3:4])([CH3:3])[CH3:2].[CH2:36]([N:43]1[CH2:47][CH2:46][CH2:45][C@H:44]1[CH2:48]O)[C:37]1[CH:42]=[CH:41][CH:40]=[CH:39][CH:38]=1.C1(P(C2C=CC=CC=2)C2C=CC=CC=2)C=CC=CC=1.C(OC(/N=N\C(=O)OC(C)C)=O)(C)C.